This data is from Reaction yield outcomes from USPTO patents with 853,638 reactions. The task is: Predict the reaction yield, written as a fraction of the theoretical maximum amount of product (1.0 means a 100% yield; for example, 0.34 means a 34% yield). (1) The reactants are Cl.C(O[C:5](=[NH:18])[CH2:6][N:7]1[C:11]([CH3:12])=[CH:10][CH:9]=[C:8]1[C:13]([O:15][CH2:16][CH3:17])=[O:14])C.[F:19][C:20]1[CH:25]=[CH:24][CH:23]=[CH:22][C:21]=1[N:26]1[CH2:31][CH2:30][NH:29][CH2:28][CH2:27]1. The catalyst is C(O)C. The product is [F:19][C:20]1[CH:25]=[CH:24][CH:23]=[CH:22][C:21]=1[N:26]1[CH2:31][CH2:30][N:29]([C:5](=[NH:18])[CH2:6][N:7]2[C:11]([CH3:12])=[CH:10][CH:9]=[C:8]2[C:13]([O:15][CH2:16][CH3:17])=[O:14])[CH2:28][CH2:27]1. The yield is 0.854. (2) The reactants are [NH2:1][C:2]1[O:6][N:5]=[C:4]([CH3:7])[C:3]=1[Br:8].[C:9]([C:13]1[S:14][CH:15]=[CH:16][C:17]=1[S:18](Cl)(=[O:20])=[O:19])([O:11][CH3:12])=[O:10]. No catalyst specified. The product is [Br:8][C:3]1[C:4]([CH3:7])=[N:5][O:6][C:2]=1[NH:1][S:18]([C:17]1[CH:16]=[CH:15][S:14][C:13]=1[C:9]([O:11][CH3:12])=[O:10])(=[O:19])=[O:20]. The yield is 0.730.